Predict the product of the given reaction. From a dataset of Forward reaction prediction with 1.9M reactions from USPTO patents (1976-2016). (1) Given the reactants [Mg].Br[C:3]1[CH:8]=[CH:7][CH:6]=[CH:5][C:4]=1[C:9]1[CH:14]=[CH:13][CH:12]=[CH:11][CH:10]=1.[Br:15][C:16]1[C:17](=O)[C:18]2[C:26](=[CH:27][CH:28]=1)[C:25]1[C:20](=[CH:21][CH:22]=[CH:23][CH:24]=1)[CH:19]=2.[O:30]1CCCC1, predict the reaction product. The product is: [Br:15][C:16]1[CH:28]=[CH:27][C:26]2[C:25]3[C:20](=[CH:21][CH:22]=[CH:23][CH:24]=3)[C:19]([C:3]3[CH:8]=[CH:7][CH:6]=[CH:5][C:4]=3[C:9]3[CH:14]=[CH:13][CH:12]=[CH:11][CH:10]=3)([OH:30])[C:18]=2[CH:17]=1. (2) Given the reactants C([O:4][CH2:5][C:6]([N:8]1[CH2:13][CH2:12][CH:11]([C:14]2[C:19]([C:20]#[N:21])=[C:18]([S:22][CH2:23][C:24]3[N:25]=[C:26]([C:29]4[CH:34]=[CH:33][C:32]([Cl:35])=[CH:31][CH:30]=4)[S:27][CH:28]=3)[N:17]=[C:16]([NH2:36])[C:15]=2[C:37]#[N:38])[CH2:10][CH2:9]1)=[O:7])(=O)C.[OH-].[Li+], predict the reaction product. The product is: [NH2:36][C:16]1[C:15]([C:37]#[N:38])=[C:14]([CH:11]2[CH2:12][CH2:13][N:8]([C:6](=[O:7])[CH2:5][OH:4])[CH2:9][CH2:10]2)[C:19]([C:20]#[N:21])=[C:18]([S:22][CH2:23][C:24]2[N:25]=[C:26]([C:29]3[CH:34]=[CH:33][C:32]([Cl:35])=[CH:31][CH:30]=3)[S:27][CH:28]=2)[N:17]=1.